Dataset: Reaction yield outcomes from USPTO patents with 853,638 reactions. Task: Predict the reaction yield, written as a fraction of the theoretical maximum amount of product (1.0 means a 100% yield; for example, 0.34 means a 34% yield). The reactants are [F:1][C:2]1[CH:7]=[CH:6][CH:5]=[CH:4][C:3]=1[N:8]1[C:16]2[C:11](=[C:12]([N:17]3[CH2:21][CH2:20][NH:19][C:18]3=[O:22])[CH:13]=[CH:14][CH:15]=2)[CH:10]=[N:9]1.[H-].[Na+].Cl.Cl[CH2:27][C:28]1[S:29][CH:30]=[C:31]([CH3:33])[N:32]=1. The catalyst is CN(C)C=O. The product is [F:1][C:2]1[CH:7]=[CH:6][CH:5]=[CH:4][C:3]=1[N:8]1[C:16]2[C:11](=[C:12]([N:17]3[CH2:21][CH2:20][N:19]([CH2:27][C:28]4[S:29][CH:30]=[C:31]([CH3:33])[N:32]=4)[C:18]3=[O:22])[CH:13]=[CH:14][CH:15]=2)[CH:10]=[N:9]1. The yield is 0.730.